Dataset: Human liver microsome stability data. Task: Regression/Classification. Given a drug SMILES string, predict its absorption, distribution, metabolism, or excretion properties. Task type varies by dataset: regression for continuous measurements (e.g., permeability, clearance, half-life) or binary classification for categorical outcomes (e.g., BBB penetration, CYP inhibition). Dataset: hlm. (1) The drug is CN1CCC(NC(=O)c2cnc(Nc3cc(Cl)cc(Cl)c3)nc2NC2CCC(N(C)C)CC2)CC1. The result is 0 (unstable in human liver microsomes). (2) The molecule is Cc1c[nH]c2ncnc(-c3ccc(NC(=O)N(CCO)c4ccccc4)cc3)c12. The result is 0 (unstable in human liver microsomes). (3) The drug is N#Cc1c(C(F)(F)F)cc(NCc2ccccn2)n2c1nc1cc(Cl)c(Cl)cc12. The result is 0 (unstable in human liver microsomes). (4) The compound is COc1ccc(CN(C(=O)[C@@H](N)Cc2c(C)cc(C(N)=O)cc2C)[C@H](C)c2nc(-c3ccccc3)c[nH]2)cc1C(=O)O. The result is 0 (unstable in human liver microsomes).